From a dataset of Full USPTO retrosynthesis dataset with 1.9M reactions from patents (1976-2016). Predict the reactants needed to synthesize the given product. (1) Given the product [CH:16]1([N:32]([S:29]([C:24]2[CH:25]=[CH:26][CH:27]=[CH:28][C:23]=2[N+:20]([O-:22])=[O:21])(=[O:31])=[O:30])[C:33](=[O:39])[O:34][C:35]([CH3:36])([CH3:38])[CH3:37])[CH2:17][CH2:18][CH:19]=[CH:14]1, predict the reactants needed to synthesize it. The reactants are: [C:18]1(P([C:14]2[CH:19]=[CH:18][CH:17]=[CH:16]C=2)[C:18]2[CH:19]=[CH:14]C=[CH:16][CH:17]=2)[CH:19]=[CH:14]C=[CH:16][CH:17]=1.[N+:20]([C:23]1[CH:28]=[CH:27][CH:26]=[CH:25][C:24]=1[S:29]([NH:32][C:33](=[O:39])[O:34][C:35]([CH3:38])([CH3:37])[CH3:36])(=[O:31])=[O:30])([O-:22])=[O:21].C1(O)CCC=C1.CCOC(/N=N/C(OCC)=O)=O. (2) Given the product [CH3:45][O:29][C:28](=[O:31])[CH2:8][CH2:7][CH2:6][CH2:5][CH2:4][N:9]([C:11]1[C:12]2[C:19]([C:39]3[CH:40]=[CH:41][C:36]([O:35][CH3:34])=[CH:37][CH:38]=3)=[C:18]([C:21]3[CH:26]=[CH:25][CH:24]=[CH:23][CH:22]=3)[O:17][C:13]=2[N:14]=[CH:15][N:16]=1)[CH3:10], predict the reactants needed to synthesize it. The reactants are: COC(=O)[CH:4]([N:9]([C:11]1[C:12]2[C:19](Br)=[C:18]([C:21]3[CH:26]=[CH:25][CH:24]=[CH:23][CH:22]=3)[O:17][C:13]=2[N:14]=[CH:15][N:16]=1)[CH3:10])[CH2:5][CH2:6][CH2:7][CH3:8].[C:28](=[O:31])([O-])[O-:29].[K+].[K+].[CH3:34][O:35][C:36]1[CH:41]=[CH:40][C:39](B(O)O)=[CH:38][CH:37]=1.[CH3:45]S(C)=O. (3) Given the product [CH3:13][O:14][C:15](=[O:18])[CH2:16][NH:17][C:2]1[CH:9]=[C:8]([N+:10]([O-:12])=[O:11])[CH:7]=[CH:6][C:3]=1[C:4]#[N:5], predict the reactants needed to synthesize it. The reactants are: F[C:2]1[CH:9]=[C:8]([N+:10]([O-:12])=[O:11])[CH:7]=[CH:6][C:3]=1[C:4]#[N:5].[CH3:13][O:14][C:15](=[O:18])[CH2:16][NH2:17].C(N(CC)CC)C.O. (4) Given the product [F:9][C:2]([F:1])([F:8])[C:3](=[O:5])[CH2:21][C:20]([C:17]1[CH:18]=[CH:19][C:14]([F:13])=[CH:15][CH:16]=1)=[O:22], predict the reactants needed to synthesize it. The reactants are: [F:1][C:2]([F:9])([F:8])[C:3]([O:5]CC)=O.C[O-].[Na+].[F:13][C:14]1[CH:19]=[CH:18][C:17]([C:20](=[O:22])[CH3:21])=[CH:16][CH:15]=1.Cl. (5) Given the product [CH2:1]([O:3][C:4]([C:6]1[CH:7]=[N:8][C:9]2[C:14]([C:15]=1[NH:26][CH:23]([CH2:22][O:21][CH3:20])[CH2:24][CH3:25])=[CH:13][CH:12]=[CH:11][C:10]=2[NH2:17])=[O:5])[CH3:2], predict the reactants needed to synthesize it. The reactants are: [CH2:1]([O:3][C:4]([C:6]1[CH:7]=[N:8][C:9]2[C:14]([C:15]=1Cl)=[CH:13][CH:12]=[CH:11][C:10]=2[N+:17]([O-])=O)=[O:5])[CH3:2].[CH3:20][O:21][CH2:22][CH:23]([NH2:26])[CH2:24][CH3:25].